Regression. Given a peptide amino acid sequence and an MHC pseudo amino acid sequence, predict their binding affinity value. This is MHC class I binding data. From a dataset of Peptide-MHC class I binding affinity with 185,985 pairs from IEDB/IMGT. (1) The peptide sequence is RRRKGWIPL. The MHC is HLA-B40:01 with pseudo-sequence HLA-B40:01. The binding affinity (normalized) is 0.213. (2) The peptide sequence is IVIAPAMGM. The MHC is HLA-A26:01 with pseudo-sequence HLA-A26:01. The binding affinity (normalized) is 0.0847. (3) The binding affinity (normalized) is 0.0510. The MHC is HLA-B35:03 with pseudo-sequence YYATYRNIFTNTYESNLYIRYDFYTWAVLAYLWY. The peptide sequence is HPGATYTKC. (4) The peptide sequence is TPALAARGF. The MHC is HLA-B18:01 with pseudo-sequence HLA-B18:01. The binding affinity (normalized) is 0.0847. (5) The peptide sequence is EDLYGRLEI. The MHC is Mamu-A11 with pseudo-sequence Mamu-A11. The binding affinity (normalized) is 0.126.